From a dataset of Reaction yield outcomes from USPTO patents with 853,638 reactions. Predict the reaction yield, written as a fraction of the theoretical maximum amount of product (1.0 means a 100% yield; for example, 0.34 means a 34% yield). (1) The reactants are FC1C=C2C(=CC=1)N(CC(OC)=O)C(C)=C2CC1C=CC(=O)NC=1.[C:25]([NH:28][C:29]1[CH:37]=[CH:36][CH:35]=[C:34]2[C:30]=1[CH:31]=[C:32]([CH3:44])[N:33]2[CH2:38][C:39]([O:41]CC)=[O:40])(=[O:27])[CH3:26].[F:45][C:46]1[CH:61]=[C:60]([F:62])[CH:59]=[CH:58][C:47]=1[CH2:48][N:49]1[C:54](=[O:55])[CH:53]=[CH:52][C:51]([CH:56]=O)=[N:50]1.C([SiH](CC)CC)C.FC(F)(F)C(O)=O.O.[OH-].[Li+].Cl. The catalyst is CO.O. The product is [C:25]([NH:28][C:29]1[CH:37]=[CH:36][CH:35]=[C:34]2[C:30]=1[C:31]([CH2:56][C:51]1[CH:52]=[CH:53][C:54](=[O:55])[N:49]([CH2:48][C:47]3[CH:58]=[CH:59][C:60]([F:62])=[CH:61][C:46]=3[F:45])[N:50]=1)=[C:32]([CH3:44])[N:33]2[CH2:38][C:39]([OH:41])=[O:40])(=[O:27])[CH3:26]. The yield is 0.150. (2) The reactants are [NH:1]1[CH2:7][C:5](=[O:6])[NH:4][C:2]1=[O:3].[OH-].[K+].[CH2:10](Br)[C:11]#[CH:12]. The product is [CH2:12]([N:4]1[C:5](=[O:6])[CH2:7][NH:1][C:2]1=[O:3])[C:11]#[CH:10]. The yield is 0.600. The catalyst is C1COCC1.[Br-].C([N+](CCCC)(CCCC)CCCC)CCC.CCOC(C)=O. (3) The reactants are [H-].[Al+3].[Li+].[H-].[H-].[H-].[OH:7][C:8]1[CH:9]=[CH:10][C:11]([CH3:24])=[C:12]([NH:14][C:15]([C:17]2[N:21]([CH3:22])[N:20]=[C:19]([CH3:23])[CH:18]=2)=O)[CH:13]=1.S([O-])([O-])(=O)=O.[Na+].[Na+].S([O-])([O-])(=O)=O.[Mg+2]. The catalyst is O1CCCC1. The product is [CH3:22][N:21]1[C:17]([CH2:15][NH:14][C:12]2[CH:13]=[C:8]([OH:7])[CH:9]=[CH:10][C:11]=2[CH3:24])=[CH:18][C:19]([CH3:23])=[N:20]1. The yield is 0.520. (4) The reactants are Cl[C:2]1[N:7]=[CH:6][NH:5][C:4]2=[N:8][CH:9]=[CH:10][C:3]=12.C(N(CC)C(C)C)(C)C.[NH2:20][C@@H:21]1[C:29]2[C:24](=[CH:25][CH:26]=[CH:27][CH:28]=2)[CH2:23][CH2:22]1. The catalyst is C(O)CCC. The product is [C@@H:21]1([NH:20][C:2]2[C:3]3[CH:10]=[CH:9][NH:8][C:4]=3[N:5]=[CH:6][N:7]=2)[C:29]2[C:24](=[CH:25][CH:26]=[CH:27][CH:28]=2)[CH2:23][CH2:22]1. The yield is 0.800. (5) The reactants are C(P(C(C)(C)C)C(C)(C)C)(C)(C)C.CCCCCC.Br[C:21]1[CH:22]=[C:23]2[C:28](=[CH:29][CH:30]=1)[N:27]([CH2:31][CH2:32][N:33]([CH2:41][CH3:42])[C:34](=[O:40])[O:35][C:36]([CH3:39])([CH3:38])[CH3:37])[CH2:26][CH2:25][CH2:24]2.C[Si]([N-:47][Si](C)(C)C)(C)C.[Li+].CCCC[N+](CCCC)(CCCC)CCCC.[F-]. The catalyst is C1COCC1.C1C=CC(/C=C/C(/C=C/C2C=CC=CC=2)=O)=CC=1.C1C=CC(/C=C/C(/C=C/C2C=CC=CC=2)=O)=CC=1.C1C=CC(/C=C/C(/C=C/C2C=CC=CC=2)=O)=CC=1.[Pd].[Pd]. The product is [NH2:47][C:21]1[CH:22]=[C:23]2[C:28](=[CH:29][CH:30]=1)[N:27]([CH2:31][CH2:32][N:33]([CH2:41][CH3:42])[C:34](=[O:40])[O:35][C:36]([CH3:39])([CH3:38])[CH3:37])[CH2:26][CH2:25][CH2:24]2. The yield is 0.746. (6) The reactants are [C:1]1(S)[C:10]2[C:5](=[CH:6][CH:7]=[CH:8][CH:9]=2)[CH:4]=[CH:3][CH:2]=1.C([O-])([O-])=O.[K+].[K+].[CH3:18][O:19][C:20](=[O:23])[CH2:21]Cl.O[O:25][S:26]([O-:28])=O.[K+]. The catalyst is CC(=O)C. The product is [CH3:18][O:19][C:20](=[O:23])[CH2:21][S:26]([C:9]1[C:10]2[C:5](=[CH:4][CH:3]=[CH:2][CH:1]=2)[CH:6]=[CH:7][CH:8]=1)(=[O:28])=[O:25]. The yield is 0.550.